This data is from Full USPTO retrosynthesis dataset with 1.9M reactions from patents (1976-2016). The task is: Predict the reactants needed to synthesize the given product. (1) The reactants are: Cl[C:2]1[N:12]=[C:11]([Cl:13])[CH:10]=[CH:9][C:3]=1[C:4]([O:6][CH2:7][CH3:8])=[O:5].[O-:14][CH2:15][CH3:16].[Na+]. Given the product [Cl:13][C:11]1[CH:10]=[CH:9][C:3]([C:4]([O:6][CH2:7][CH3:8])=[O:5])=[C:2]([O:14][CH2:15][CH3:16])[N:12]=1, predict the reactants needed to synthesize it. (2) Given the product [Br:1][C:2]1[CH:3]=[C:4]([NH:23][CH2:24][C:25]2[N:26]=[N:27][N:28]([CH:30]3[CH2:35][CH2:34][N:33]([CH3:37])[CH2:32][CH2:31]3)[CH:29]=2)[CH:5]=[C:6]2[C:11]=1[N:10]=[CH:9][C:8]([C:12]#[N:13])=[C:7]2[NH:14][C:15]1[CH:20]=[CH:19][C:18]([F:21])=[C:17]([Cl:22])[CH:16]=1, predict the reactants needed to synthesize it. The reactants are: [Br:1][C:2]1[CH:3]=[C:4]([NH:23][CH2:24][C:25]2[N:26]=[N:27][N:28]([CH:30]3[CH2:35][CH2:34][NH:33][CH2:32][CH2:31]3)[CH:29]=2)[CH:5]=[C:6]2[C:11]=1[N:10]=[CH:9][C:8]([C:12]#[N:13])=[C:7]2[NH:14][C:15]1[CH:20]=[CH:19][C:18]([F:21])=[C:17]([Cl:22])[CH:16]=1.Cl[CH:37](Cl)C.C=O.C(O[BH-](OC(=O)C)OC(=O)C)(=O)C.[Na+]. (3) Given the product [OH:4][C:5]1[CH:6]=[C:7](/[CH:19]=[CH:20]/[C:21]2[CH:26]=[CH:25][C:24]([O:27][CH3:28])=[C:23]([O:29][CH2:30][C:31]3[CH:32]=[CH:33][CH:34]=[CH:35][CH:36]=3)[CH:22]=2)[CH:8]=[C:9]([O:11][CH2:12][C:13]2[CH:14]=[CH:15][CH:16]=[CH:17][CH:18]=2)[CH:10]=1, predict the reactants needed to synthesize it. The reactants are: C([O:4][C:5]1[CH:6]=[C:7](/[CH:19]=[CH:20]/[C:21]2[CH:26]=[CH:25][C:24]([O:27][CH3:28])=[C:23]([O:29][CH2:30][C:31]3[CH:36]=[CH:35][CH:34]=[CH:33][CH:32]=3)[CH:22]=2)[CH:8]=[C:9]([O:11][CH2:12][C:13]2[CH:18]=[CH:17][CH:16]=[CH:15][CH:14]=2)[CH:10]=1)(=O)C.OC1C=C(/C=C/C2C=CC(OCC3C=CC=CC=3)=C(OC)C=2)C=C(OCC2C=CC=CC=2)C=1. (4) Given the product [ClH:3].[Cl:5][C:6]1[CH:11]=[C:10]([CH2:12][Cl:3])[CH:9]=[C:8]([O:14][CH3:15])[N:7]=1, predict the reactants needed to synthesize it. The reactants are: S(Cl)([Cl:3])=O.[Cl:5][C:6]1[CH:11]=[C:10]([CH2:12]O)[CH:9]=[C:8]([O:14][CH3:15])[N:7]=1. (5) Given the product [CH3:10][C:6]1[CH:5]=[C:4]([CH2:3][OH:2])[CH:9]=[CH:8][N:7]=1, predict the reactants needed to synthesize it. The reactants are: C[O:2][C:3](=O)[C:4]1[CH:9]=[CH:8][N:7]=[C:6]([CH3:10])[CH:5]=1.[H-].[Al+3].[Li+].[H-].[H-].[H-].[OH-].[Na+].[O-]S([O-])(=O)=O.[Mg+2]. (6) Given the product [Br:11][C:7]1[CH:6]=[C:5]([CH:3]([OH:4])[CH2:2][NH:1][CH2:13][C:14]([NH:16][C:17]2[CH:22]=[CH:21][CH:20]=[CH:19][CH:18]=2)=[O:15])[CH:10]=[CH:9][CH:8]=1, predict the reactants needed to synthesize it. The reactants are: [NH2:1][CH2:2][CH:3]([C:5]1[CH:10]=[CH:9][CH:8]=[C:7]([Br:11])[CH:6]=1)[OH:4].Cl[CH2:13][C:14]([NH:16][C:17]1[CH:22]=[CH:21][CH:20]=[CH:19][CH:18]=1)=[O:15].C(=O)([O-])[O-].[K+].[K+].OP([O-])(O)=O.[K+]. (7) Given the product [NH2:52][C:50]1[S:51][C:47]([C:39](=[CH:40][C:41]2[CH:42]=[CH:43][N:44]=[CH:45][CH:46]=2)[C:38]([N:35]2[CH2:36][CH2:37][N:32]([C:10]3[N:11]=[C:12]4[CH:19]=[C:18]([C:20]([NH:22][C:23]5[S:24][CH:25]=[C:26]([C:28]([CH3:31])([CH3:29])[CH3:30])[N:27]=5)=[O:21])[CH:17]=[CH:16][N:13]4[C:14](=[O:15])[C:9]=3/[CH:8]=[CH:7]/[C:6]([OH:61])=[O:5])[CH2:33][CH2:34]2)=[O:60])=[CH:48][N:49]=1, predict the reactants needed to synthesize it. The reactants are: C([O:5][C:6](=[O:61])/[CH:7]=[CH:8]/[C:9]1[C:14](=[O:15])[N:13]2[CH:16]=[CH:17][C:18]([C:20]([NH:22][C:23]3[S:24][CH:25]=[C:26]([C:28]([CH3:31])([CH3:30])[CH3:29])[N:27]=3)=[O:21])=[CH:19][C:12]2=[N:11][C:10]=1[N:32]1[CH2:37][CH2:36][N:35]([C:38](=[O:60])[C:39]([C:47]2[S:51][C:50]([NH:52]C(OC(C)(C)C)=O)=[N:49][CH:48]=2)=[CH:40][C:41]2[CH:46]=[CH:45][N:44]=[CH:43][CH:42]=2)[CH2:34][CH2:33]1)(C)(C)C.C1(C)C=CC=CC=1.